Dataset: HIV replication inhibition screening data with 41,000+ compounds from the AIDS Antiviral Screen. Task: Binary Classification. Given a drug SMILES string, predict its activity (active/inactive) in a high-throughput screening assay against a specified biological target. The drug is Cc1ncc(CO)c2c1[OH+][Fe-3]13([OH+]S(=O)(=O)[OH+]1)[S+]=C(N)[N-][N+]3=C2. The result is 0 (inactive).